Dataset: Full USPTO retrosynthesis dataset with 1.9M reactions from patents (1976-2016). Task: Predict the reactants needed to synthesize the given product. Given the product [CH3:7][O:8][C:9]([F:18])([F:17])[C:10]([F:16])([F:15])[CH2:11][OH:12], predict the reactants needed to synthesize it. The reactants are: [H-].[Al+3].[Li+].[H-].[H-].[H-].[CH3:7][O:8][C:9]([F:18])([F:17])[C:10]([F:16])([F:15])[C:11](OC)=[O:12].Cl.